This data is from Catalyst prediction with 721,799 reactions and 888 catalyst types from USPTO. The task is: Predict which catalyst facilitates the given reaction. (1) Reactant: [CH3:1][O:2][C:3]([C:5]1[CH:22]=[CH:21][C:8]2[N:9]=[C:10]([C:12]3[N:13]([CH3:20])[CH:14]=[C:15]([N+:17]([O-])=O)[CH:16]=3)[NH:11][C:7]=2[C:6]=1[O:23][CH3:24])=[O:4].[CH3:25][C:26]([O:29][C:30](O[C:30]([O:29][C:26]([CH3:28])([CH3:27])[CH3:25])=[O:31])=[O:31])([CH3:28])[CH3:27].CCN(C(C)C)C(C)C. Product: [CH3:1][O:2][C:3]([C:5]1[CH:22]=[CH:21][C:8]2[N:9]=[C:10]([C:12]3[N:13]([CH3:20])[CH:14]=[C:15]([NH:17][C:30]([O:29][C:26]([CH3:28])([CH3:27])[CH3:25])=[O:31])[CH:16]=3)[NH:11][C:7]=2[C:6]=1[O:23][CH3:24])=[O:4]. The catalyst class is: 394. (2) Reactant: [OH:1][C:2]1[CH:7]=[C:6]([Br:8])[CH:5]=[CH:4][N:3]=1.[OH-].[K+].[CH3:11][N:12]([CH2:14][CH2:15]Cl)[CH3:13].Cl. Product: [Br:8][C:6]1[CH:5]=[CH:4][N:3]([CH2:15][CH2:14][N:12]([CH3:13])[CH3:11])[C:2](=[O:1])[CH:7]=1. The catalyst class is: 58. (3) Reactant: [C:1]([C:5]1[CH:6]=[C:7]2[C:12](=[CH:13][CH:14]=1)[CH:11]=[C:10]([C:15]([O:17]C)=[O:16])[CH:9]=[CH:8]2)([CH3:4])([CH3:3])[CH3:2].[OH-].[Na+]. The catalyst class is: 5. Product: [C:1]([C:5]1[CH:6]=[C:7]2[C:12](=[CH:13][CH:14]=1)[CH:11]=[C:10]([C:15]([OH:17])=[O:16])[CH:9]=[CH:8]2)([CH3:4])([CH3:2])[CH3:3]. (4) Product: [Cl:17][C:18]1[C:19]([OH:27])=[C:20]([CH:23]=[C:24]([Cl:26])[CH:25]=1)[CH:21]=[N:14][NH:13][C:12]([NH:11][C:8]1[CH:7]=[CH:6][C:5]([S:1]([OH:4])(=[O:2])=[O:3])=[CH:10][CH:9]=1)=[S:15]. Reactant: [S:1]([C:5]1[CH:10]=[CH:9][C:8]([NH:11][C:12](=[S:15])[NH:13][NH2:14])=[CH:7][CH:6]=1)([OH:4])(=[O:3])=[O:2].[Na].[Cl:17][C:18]1[C:19]([OH:27])=[C:20]([CH:23]=[C:24]([Cl:26])[CH:25]=1)[CH:21]=O.Cl. The catalyst class is: 8. (5) Reactant: [CH2:1]([O:8][C:9]1[C:14]([CH:15]([CH:17]2[CH2:19][CH2:18]2)[CH3:16])=[CH:13][CH:12]=[CH:11][C:10]=1[C:20]([CH:22]1[CH2:24][CH2:23]1)=[O:21])[C:2]1[CH:7]=[CH:6][CH:5]=[CH:4][CH:3]=1.[CH3:25][Mg]Br. Product: [CH2:1]([O:8][C:9]1[C:14]([CH:15]([CH:17]2[CH2:19][CH2:18]2)[CH3:16])=[CH:13][CH:12]=[CH:11][C:10]=1[C:20]([CH:22]1[CH2:24][CH2:23]1)([OH:21])[CH3:25])[C:2]1[CH:3]=[CH:4][CH:5]=[CH:6][CH:7]=1. The catalyst class is: 7. (6) Reactant: [CH:1]1([N:7]=[C:8]=[O:9])[CH2:6][CH2:5][CH2:4][CH2:3][CH2:2]1.[OH:10][CH2:11][C:12]1[N:16]2[C:17](=[O:33])[N:18]([CH:20]3[CH2:25][CH2:24][N:23]([C:26]([O:28][C:29]([CH3:32])([CH3:31])[CH3:30])=[O:27])[CH2:22][CH2:21]3)[CH2:19][C:15]2=[CH:14][N:13]=1.ClCCl. Product: [CH:1]1([NH:7][C:8]([O:10][CH2:11][C:12]2[N:16]3[C:17](=[O:33])[N:18]([CH:20]4[CH2:21][CH2:22][N:23]([C:26]([O:28][C:29]([CH3:31])([CH3:30])[CH3:32])=[O:27])[CH2:24][CH2:25]4)[CH2:19][C:15]3=[CH:14][N:13]=2)=[O:9])[CH2:6][CH2:5][CH2:4][CH2:3][CH2:2]1. The catalyst class is: 1.